This data is from Reaction yield outcomes from USPTO patents with 853,638 reactions. The task is: Predict the reaction yield, written as a fraction of the theoretical maximum amount of product (1.0 means a 100% yield; for example, 0.34 means a 34% yield). (1) The reactants are [NH:1]1[CH2:6][CH2:5][O:4][CH2:3][CH2:2]1.ClC(Cl)C.C(O)(C)(C)C.Cl[C:17]1[N:22]=[C:21]([Cl:23])[C:20]([C:24]([F:27])([F:26])[F:25])=[CH:19][N:18]=1.C(N(C(C)C)C(C)C)C. The catalyst is [Cl-].[Zn+2].[Cl-].C(Cl)Cl. The product is [Cl:23][C:21]1[C:20]([C:24]([F:26])([F:25])[F:27])=[CH:19][N:18]=[C:17]([N:1]2[CH2:6][CH2:5][O:4][CH2:3][CH2:2]2)[N:22]=1. The yield is 0.760. (2) The reactants are C([O:4][CH:5]1[C:9]2[N:10]=[CH:11][N:12]=[C:13]([N:14]3[CH2:19][CH2:18][N:17]([C:20]([O:22][C:23]([CH3:26])([CH3:25])[CH3:24])=[O:21])[CH2:16][CH2:15]3)[C:8]=2[CH2:7][CH2:6]1)(=O)C.[Li+].[OH-]. The catalyst is C1COCC1. The product is [OH:4][CH:5]1[C:9]2[N:10]=[CH:11][N:12]=[C:13]([N:14]3[CH2:19][CH2:18][N:17]([C:20]([O:22][C:23]([CH3:26])([CH3:25])[CH3:24])=[O:21])[CH2:16][CH2:15]3)[C:8]=2[CH2:7][CH2:6]1. The yield is 0.970. (3) The reactants are Br[C:2]1[S:3][C:4]([C:7]2[CH:8]=[CH:9][C:10]([F:15])=[C:11]([CH:14]=2)[C:12]#[N:13])=[CH:5][N:6]=1.[C:16]([Si:20]([CH3:41])([CH3:40])[O:21][CH:22]1[C:30]2[C:25](=[C:26](B3OC(C)(C)C(C)(C)O3)[CH:27]=[CH:28][CH:29]=2)[CH2:24][CH2:23]1)([CH3:19])([CH3:18])[CH3:17].C(=O)([O-])[O-].[Na+].[Na+]. The catalyst is O1CCOCC1.O.C1C=CC([P]([Pd]([P](C2C=CC=CC=2)(C2C=CC=CC=2)C2C=CC=CC=2)([P](C2C=CC=CC=2)(C2C=CC=CC=2)C2C=CC=CC=2)[P](C2C=CC=CC=2)(C2C=CC=CC=2)C2C=CC=CC=2)(C2C=CC=CC=2)C2C=CC=CC=2)=CC=1. The product is [Si:20]([O:21][CH:22]1[C:30]2[C:25](=[C:26]([C:2]3[S:3][C:4]([C:7]4[CH:8]=[CH:9][C:10]([F:15])=[C:11]([CH:14]=4)[C:12]#[N:13])=[CH:5][N:6]=3)[CH:27]=[CH:28][CH:29]=2)[CH2:24][CH2:23]1)([C:16]([CH3:19])([CH3:18])[CH3:17])([CH3:41])[CH3:40]. The yield is 0.320. (4) The catalyst is ClCCl. The product is [CH2:1]([N:3]1[CH2:4][CH2:5][N:6]([C:9]2[CH:14]=[C:13]([NH:15][C:24]([NH:23][CH2:26][CH2:27][CH3:28])=[O:25])[CH:12]=[CH:11][N:10]=2)[CH2:7][CH2:8]1)[CH3:2]. The reactants are [CH2:1]([N:3]1[CH2:8][CH2:7][N:6]([C:9]2[CH:14]=[C:13]([NH2:15])[CH:12]=[CH:11][N:10]=2)[CH2:5][CH2:4]1)[CH3:2].C(N(CC)CC)C.[N:23]([CH2:26][CH2:27][CH3:28])=[C:24]=[O:25]. The yield is 0.250. (5) The reactants are CC1C=C(C)N(C2C=C(C=CC=2)OC2C=CC3C4C(=CC=CC=4)NC=3C=2)N=1.CC1C=C(C)N(C2C=C(C=CC=2)[O:38][C:39]2[CH:51]=[CH:50][C:49]3[C:48]4[C:43](=[CH:44][CH:45]=[CH:46][CH:47]=4)[N:42]([CH:52]4[CH2:57][CH2:56][CH2:55][CH2:54][O:53]4)[C:41]=3[CH:40]=2)N=1.S(O)(C)(=O)=O.C(=O)(O)[O-].[Na+]. The catalyst is CO.CCCCCC.C(OCC)(=O)C. The product is [O:53]1[CH2:54][CH2:55][CH2:56][CH2:57][CH:52]1[N:42]1[C:41]2[CH:40]=[C:39]([OH:38])[CH:51]=[CH:50][C:49]=2[C:48]2[C:43]1=[CH:44][CH:45]=[CH:46][CH:47]=2. The yield is 0.810. (6) The product is [CH:1]1([N:6]2[C:14]3[CH:13]=[C:12]([CH:15]([OH:34])[CH2:16][OH:38])[CH:11]=[C:10]([C:17]([NH:19][CH2:20][C:21]4[C:22](=[O:29])[NH:23][C:24]([CH3:28])=[CH:25][C:26]=4[CH3:27])=[O:18])[C:9]=3[CH:8]=[N:7]2)[CH2:5][CH2:4][CH2:3][CH2:2]1. The yield is 0.613. The reactants are [CH:1]1([N:6]2[C:14]3[CH:13]=[C:12]([CH:15]=[CH2:16])[CH:11]=[C:10]([C:17]([NH:19][CH2:20][C:21]4[C:22](=[O:29])[NH:23][C:24]([CH3:28])=[CH:25][C:26]=4[CH3:27])=[O:18])[C:9]=3[CH:8]=[N:7]2)[CH2:5][CH2:4][CH2:3][CH2:2]1.C[N+]1([O-])CC[O:34]CC1.[OH2:38]. The catalyst is C(Cl)Cl.O=[Os](=O)(=O)=O. (7) The reactants are Br.[Br:2][C:3]1[CH:4]=[C:5]([CH2:10]Br)[C:6]([NH2:9])=[N:7][CH:8]=1.[NH:12]([CH2:19][C:20]([O:22][CH2:23][CH3:24])=[O:21])[CH2:13][C:14]([O:16][CH2:17][CH3:18])=[O:15].C(N(CC)CC)C. The catalyst is CC#N. The product is [CH2:17]([O:16][C:14](=[O:15])[CH2:13][N:12]([CH2:10][C:5]1[C:6]([NH2:9])=[N:7][CH:8]=[C:3]([Br:2])[CH:4]=1)[CH2:19][C:20]([O:22][CH2:23][CH3:24])=[O:21])[CH3:18]. The yield is 0.510. (8) The reactants are [CH3:1][C:2]1[NH:3][C:4](=[O:9])[CH:5]=[C:6]([CH3:8])[N:7]=1.Br[CH2:11][CH2:12][O:13][C:14]1[CH:21]=[CH:20][C:17]([CH:18]=[O:19])=[CH:16][CH:15]=1.C([O-])([O-])=O.[K+].[K+]. No catalyst specified. The product is [CH3:1][C:2]1[N:3]([CH2:11][CH2:12][O:13][C:14]2[CH:21]=[CH:20][C:17]([CH:18]=[O:19])=[CH:16][CH:15]=2)[C:4](=[O:9])[CH:5]=[C:6]([CH3:8])[N:7]=1. The yield is 0.300. (9) The reactants are [C:1]([C:5]1[CH:24]=[CH:23][C:8]([C:9]([NH:11][C:12]2[S:13][C:14]([C:17]3[CH:22]=[CH:21][CH:20]=[CH:19][CH:18]=3)=[CH:15][N:16]=2)=[O:10])=[CH:7][C:6]=1[NH:25][C:26](=[O:30])[CH:27](Cl)[CH3:28])([CH3:4])([CH3:3])[CH3:2].[NH:31]1[CH2:36][CH2:35][O:34][CH2:33][CH2:32]1.C(N(CC)CC)C.[I-].[K+]. The catalyst is CN(C=O)C.O. The product is [C:1]([C:5]1[CH:24]=[CH:23][C:8]([C:9]([NH:11][C:12]2[S:13][C:14]([C:17]3[CH:22]=[CH:21][CH:20]=[CH:19][CH:18]=3)=[CH:15][N:16]=2)=[O:10])=[CH:7][C:6]=1[NH:25][C:26](=[O:30])[CH:27]([N:31]1[CH2:36][CH2:35][O:34][CH2:33][CH2:32]1)[CH3:28])([CH3:4])([CH3:3])[CH3:2]. The yield is 0.0300. (10) The reactants are [CH3:1][N:2]1[CH2:8][C:7]2[CH:9]=[CH:10][C:11]([C:13](OC)=[O:14])=[CH:12][C:6]=2[O:5][CH2:4][C@@H:3]1[C:17]1[CH:22]=[CH:21][CH:20]=[CH:19][CH:18]=1.[NH2:23][OH:24].[OH-].[Na+]. The catalyst is C1COCC1.CO. The product is [OH:24][NH:23][C:13]([C:11]1[CH:10]=[CH:9][C:7]2[CH2:8][N:2]([CH3:1])[C@@H:3]([C:17]3[CH:22]=[CH:21][CH:20]=[CH:19][CH:18]=3)[CH2:4][O:5][C:6]=2[CH:12]=1)=[O:14]. The yield is 0.420.